Regression. Given a peptide amino acid sequence and an MHC pseudo amino acid sequence, predict their binding affinity value. This is MHC class I binding data. From a dataset of Peptide-MHC class I binding affinity with 185,985 pairs from IEDB/IMGT. (1) The peptide sequence is AVTAALHRK. The MHC is HLA-A03:01 with pseudo-sequence HLA-A03:01. The binding affinity (normalized) is 0.0847. (2) The peptide sequence is RKAKIIRDY. The MHC is HLA-A11:01 with pseudo-sequence HLA-A11:01. The binding affinity (normalized) is 0. (3) The peptide sequence is ASSASYASPS. The MHC is HLA-B42:01 with pseudo-sequence HLA-B42:01. The binding affinity (normalized) is 0. (4) The peptide sequence is IHDHGEQLF. The MHC is HLA-B08:01 with pseudo-sequence HLA-B08:01. The binding affinity (normalized) is 0.0847. (5) The peptide sequence is KLAGRWPITHL. The MHC is HLA-B27:05 with pseudo-sequence HLA-B27:05. The binding affinity (normalized) is 0.0737. (6) The peptide sequence is EEDEGEELF. The MHC is HLA-A11:01 with pseudo-sequence HLA-A11:01. The binding affinity (normalized) is 0.0847.